This data is from Reaction yield outcomes from USPTO patents with 853,638 reactions. The task is: Predict the reaction yield, written as a fraction of the theoretical maximum amount of product (1.0 means a 100% yield; for example, 0.34 means a 34% yield). The reactants are Br[C:2]1[CH:7]=[CH:6][C:5]([Br:8])=[CH:4][N:3]=1.[C:9]1([C:18]2[CH:23]=[CH:22][CH:21]=[CH:20][CH:19]=2)[CH:14]=[CH:13][CH:12]=[C:11](B(O)O)[CH:10]=1.C1(P(C2C=CC=CC=2)C2C=CC=CC=2)C=CC=CC=1.C(=O)([O-])[O-].[Na+].[Na+]. The catalyst is C([O-])(=O)C.[Pd+2].C([O-])(=O)C.C(OCC)(=O)C.O.C(COC)OC. The product is [C:9]1([C:18]2[CH:19]=[CH:20][CH:21]=[CH:22][CH:23]=2)[CH:14]=[CH:13][CH:12]=[C:11]([C:2]2[CH:7]=[CH:6][C:5]([Br:8])=[CH:4][N:3]=2)[CH:10]=1. The yield is 0.730.